From a dataset of Reaction yield outcomes from USPTO patents with 853,638 reactions. Predict the reaction yield, written as a fraction of the theoretical maximum amount of product (1.0 means a 100% yield; for example, 0.34 means a 34% yield). (1) The reactants are C(N(CC)CC)C.[CH3:8][C@H:9]1[C:17]2[C:16]([N:18]3[CH2:23][CH2:22][N:21]([C:24]([O:26][C:27]([CH3:30])([CH3:29])[CH3:28])=[O:25])[CH2:20][CH2:19]3)=[N:15][CH:14]=[N:13][C:12]=2[C:11](=[O:31])[CH2:10]1.O[C@H]1C2N=CN=C(N3CCN(C(OC(C)(C)C)=O)CC3)C=2[C@H](C)C1. The catalyst is C(Cl)Cl. The product is [OH:31][C@@H:11]1[C:12]2[N:13]=[CH:14][N:15]=[C:16]([N:18]3[CH2:23][CH2:22][N:21]([C:24]([O:26][C:27]([CH3:30])([CH3:29])[CH3:28])=[O:25])[CH2:20][CH2:19]3)[C:17]=2[C@H:9]([CH3:8])[CH2:10]1. The yield is 0.953. (2) The reactants are [CH:1]1([CH2:7][CH2:8][CH2:9][C@@H:10]([C:19]2[O:23][N:22]=[C:21]([CH2:24]OS(C3C=CC(C)=CC=3)(=O)=O)[N:20]=2)[CH2:11][C:12]([O:14][C:15]([CH3:18])([CH3:17])[CH3:16])=[O:13])[CH2:6][CH2:5][CH2:4][CH2:3][CH2:2]1.[CH3:36][NH2:37]. The catalyst is C1COCC1.CCOC(C)=O. The product is [CH:1]1([CH2:7][CH2:8][CH2:9][C@@H:10]([C:19]2[O:23][N:22]=[C:21]([CH2:24][NH:37][CH3:36])[N:20]=2)[CH2:11][C:12]([O:14][C:15]([CH3:18])([CH3:17])[CH3:16])=[O:13])[CH2:6][CH2:5][CH2:4][CH2:3][CH2:2]1. The yield is 0.950. (3) The reactants are [NH:1]1[CH2:5][CH2:4][CH:3]([C:6]2[CH:7]=[C:8]([NH:12][C:13]([N:15]3[C@@H:21]4[CH2:22][N:18]([CH2:19][CH2:20]4)[C:17]4[CH:23]=[CH:24][C:25]([C:27]5[CH:32]=[CH:31][CH:30]=[C:29]([C:33]([F:36])([F:35])[F:34])[CH:28]=5)=[N:26][C:16]3=4)=[O:14])[CH:9]=[CH:10][CH:11]=2)[CH2:2]1.[CH3:37][CH2:38][N:39](C(C)C)C(C)C.C(Cl)(=[O:48])C. The catalyst is C(Cl)Cl. The product is [NH2:39][C:38](=[O:48])[CH2:37][N:1]1[CH2:5][CH2:4][CH:3]([C:6]2[CH:7]=[C:8]([NH:12][C:13]([N:15]3[C@@H:21]4[CH2:22][N:18]([CH2:19][CH2:20]4)[C:17]4[CH:23]=[CH:24][C:25]([C:27]5[CH:32]=[CH:31][CH:30]=[C:29]([C:33]([F:35])([F:34])[F:36])[CH:28]=5)=[N:26][C:16]3=4)=[O:14])[CH:9]=[CH:10][CH:11]=2)[CH2:2]1. The yield is 0.880. (4) The product is [F:13][C:14]1[CH:15]=[CH:16][C:17]([C:20]2[NH:24][N:23]=[C:22]([NH:25][C:10]([NH:11][C:4](=[O:5])[CH2:3][C:2]([CH3:8])([CH3:7])[CH3:1])=[S:9])[CH:21]=2)=[CH:18][CH:19]=1. The reactants are [CH3:1][C:2]([CH3:8])([CH3:7])[CH2:3][C:4](Cl)=[O:5].[S-:9][C:10]#[N:11].[K+].[F:13][C:14]1[CH:19]=[CH:18][C:17]([C:20]2[NH:24][N:23]=[C:22]([NH2:25])[CH:21]=2)=[CH:16][CH:15]=1. The yield is 0.790. The catalyst is C(#N)C.